This data is from Full USPTO retrosynthesis dataset with 1.9M reactions from patents (1976-2016). The task is: Predict the reactants needed to synthesize the given product. (1) Given the product [NH:11]1[CH2:18][CH2:17][CH2:16][CH2:15][CH:14]([NH:19][C:20]([N:22]2[CH2:28][CH2:27][C@@H:26]3[C@H:23]2[C:24](=[O:33])[N:25]3[S:29]([OH:32])(=[O:31])=[O:30])=[O:21])[CH2:13][CH2:12]1, predict the reactants needed to synthesize it. The reactants are: C(OC([N:11]1[CH2:18][CH2:17][CH2:16][CH2:15][CH:14]([NH:19][C:20]([N:22]2[CH2:28][CH2:27][C@@H:26]3[C@H:23]2[C:24](=[O:33])[N:25]3[S:29]([OH:32])(=[O:31])=[O:30])=[O:21])[CH2:13][CH2:12]1)=O)C1C=CC=CC=1.[H][H]. (2) Given the product [CH2:1]([C:8]1[CH:9]=[N:10][C:11]2[C:16]([C:17]=1[C:18]1[CH:19]=[C:20]([NH:24][CH2:34][C:30]3[S:29][CH:33]=[CH:32][CH:31]=3)[CH:21]=[CH:22][CH:23]=1)=[CH:15][CH:14]=[CH:13][C:12]=2[C:25]([F:28])([F:26])[F:27])[C:2]1[CH:3]=[CH:4][CH:5]=[CH:6][CH:7]=1, predict the reactants needed to synthesize it. The reactants are: [CH2:1]([C:8]1[CH:9]=[N:10][C:11]2[C:16]([C:17]=1[C:18]1[CH:19]=[C:20]([NH2:24])[CH:21]=[CH:22][CH:23]=1)=[CH:15][CH:14]=[CH:13][C:12]=2[C:25]([F:28])([F:27])[F:26])[C:2]1[CH:7]=[CH:6][CH:5]=[CH:4][CH:3]=1.[S:29]1[CH:33]=[CH:32][CH:31]=[C:30]1[CH:34]=O. (3) Given the product [CH3:1][C:2]1[CH:11]=[C:10]([CH2:12][C:13]2[CH:14]=[CH:15][C:16]([C:17]([NH:19][C@@H:20]3[CH2:24][N:23]([CH2:40][C:39]#[CH:38])[CH2:22][C@@H:21]3[C:25]([O:27][CH3:28])=[O:26])=[O:18])=[CH:29][CH:30]=2)[C:9]2[C:4](=[CH:5][CH:6]=[CH:7][CH:8]=2)[N:3]=1, predict the reactants needed to synthesize it. The reactants are: [CH3:1][C:2]1[CH:11]=[C:10]([CH2:12][C:13]2[CH:30]=[CH:29][C:16]([C:17]([NH:19][C@@H:20]3[CH2:24][NH:23][CH2:22][C@@H:21]3[C:25]([O:27][CH3:28])=[O:26])=[O:18])=[CH:15][CH:14]=2)[C:9]2[C:4](=[CH:5][CH:6]=[CH:7][CH:8]=2)[N:3]=1.C(N(CC)CC)C.[CH2:38](Br)[C:39]#[CH:40]. (4) Given the product [CH3:1][C:2]1[CH:8]=[C:7]([CH3:9])[C:6]([N+:10]([O-:12])=[O:11])=[CH:5][C:3]=1[NH2:4], predict the reactants needed to synthesize it. The reactants are: [CH3:1][C:2]1[CH:8]=[C:7]([CH3:9])[CH:6]=[CH:5][C:3]=1[NH2:4].[N+:10]([O-])([OH:12])=[O:11]. (5) Given the product [NH2:9][C:4]1[CH:5]=[C:6]([F:8])[CH:7]=[C:2]([NH:1][C:39](=[S:40])[NH:38][C:32]2[CH:33]=[CH:34][C:35]([Cl:37])=[CH:36][C:31]=2[Cl:30])[C:3]=1[N:10]([CH2:11][CH2:12][CH2:13][OH:14])[C:23](=[O:24])[O:25][C:26]([CH3:27])([CH3:28])[CH3:29], predict the reactants needed to synthesize it. The reactants are: [NH2:1][C:2]1[CH:7]=[C:6]([F:8])[CH:5]=[C:4]([NH2:9])[C:3]=1[NH:10][CH2:11][CH2:12][CH2:13][OH:14].[C:23](O[C:23]([O:25][C:26]([CH3:29])([CH3:28])[CH3:27])=[O:24])([O:25][C:26]([CH3:29])([CH3:28])[CH3:27])=[O:24].[Cl:30][C:31]1[CH:36]=[C:35]([Cl:37])[CH:34]=[CH:33][C:32]=1[N:38]=[C:39]=[S:40]. (6) Given the product [Cl:2][C:3]1[CH:31]=[CH:30][C:6]([CH2:7][CH2:8][N:9]2[CH2:14][CH2:13][N:12]([C:15]3[CH:20]=[CH:19][C:18]4[C:21]5[CH2:22][N:23]([CH:32]([CH3:33])[CH3:37])[CH2:24][CH2:25][CH2:26][C:27]=5[O:28][C:17]=4[CH:16]=3)[C:11](=[O:29])[CH2:10]2)=[CH:5][CH:4]=1, predict the reactants needed to synthesize it. The reactants are: Cl.[Cl:2][C:3]1[CH:31]=[CH:30][C:6]([CH2:7][CH2:8][N:9]2[CH2:14][CH2:13][N:12]([C:15]3[CH:20]=[CH:19][C:18]4[C:21]5[CH2:22][NH:23][CH2:24][CH2:25][CH2:26][C:27]=5[O:28][C:17]=4[CH:16]=3)[C:11](=[O:29])[CH2:10]2)=[CH:5][CH:4]=1.[C:32](O)(=O)[CH3:33].Cl[CH2:37]Cl.